Predict the reaction yield, written as a fraction of the theoretical maximum amount of product (1.0 means a 100% yield; for example, 0.34 means a 34% yield). From a dataset of Reaction yield outcomes from USPTO patents with 853,638 reactions. (1) The reactants are [NH2:1][C:2]1[C:7]2[N:8]=[C:9]([S:15][C:16]3[C:24]([Br:25])=[CH:23][C:19]4[O:20][CH2:21][O:22][C:18]=4[CH:17]=3)[N:10]([CH2:11][CH2:12][CH2:13][OH:14])[C:6]=2[CH:5]=[CH:4][N:3]=1.CCN(CC)CC.[CH3:33][S:34](Cl)(=[O:36])=[O:35]. The catalyst is O1CCOCC1. The product is [CH3:33][S:34]([O:14][CH2:13][CH2:12][CH2:11][N:10]1[C:6]2[CH:5]=[CH:4][N:3]=[C:2]([NH2:1])[C:7]=2[N:8]=[C:9]1[S:15][C:16]1[C:24]([Br:25])=[CH:23][C:19]2[O:20][CH2:21][O:22][C:18]=2[CH:17]=1)(=[O:36])=[O:35]. The yield is 0.500. (2) The reactants are NC1[CH:31]=[CH:30][C:5]([CH2:6][N:7]2[C:12](=[O:13])[CH:11]=[C:10]([C:14]3[CH:19]=[CH:18][C:17]([O:20][CH3:21])=[CH:16][CH:15]=3)[C:9]([C:22]3[CH:27]=[CH:26][C:25]([O:28][CH3:29])=[CH:24][CH:23]=3)=[N:8]2)=[CH:4][CH:3]=1.C(=O)([O-])O.[Na+].S(OC)(OC)(=O)=O.CC(C)=O.[CH3:48][N:49]([CH3:52])[CH:50]=O. The catalyst is CC(C)=O. The product is [CH3:21][O:20][C:17]1[CH:18]=[CH:19][C:14]([C:10]2[C:9]([C:22]3[CH:23]=[CH:24][C:25]([O:28][CH3:29])=[CH:26][CH:27]=3)=[N:8][N:7]([CH2:6][C:5]3[CH:30]=[CH:31][C:50]([N:49]([CH3:52])[CH3:48])=[CH:3][CH:4]=3)[C:12](=[O:13])[CH:11]=2)=[CH:15][CH:16]=1. The yield is 0.308. (3) The reactants are F[C:2]1[CH:7]=[CH:6][C:5]([C:8]2[O:9][C:10]3[CH:16]=[CH:15][CH:14]=[CH:13][C:11]=3[N:12]=2)=[CH:4][C:3]=1[N+:17]([O-])=O.[OH:20][CH2:21][CH2:22][NH2:23].C(N(CC)CC)C.[H][H]. The catalyst is C(#N)C.[C].[Pd].O. The product is [OH:20][CH2:21][CH2:22][NH:23][C:2]1[CH:7]=[CH:6][C:5]([C:8]2[O:9][C:10]3[CH:16]=[CH:15][CH:14]=[CH:13][C:11]=3[N:12]=2)=[CH:4][C:3]=1[NH2:17]. The yield is 0.700. (4) The reactants are [Cl:1][C:2]1[CH:3]=[C:4]([CH:31]=[CH:32][C:33]=1[O:34][CH3:35])[CH2:5][NH:6][C:7]1[C:12]([C:13]([NH:15][CH2:16][CH2:17][N:18]2[CH2:23][CH2:22][NH:21][CH2:20][CH2:19]2)=[O:14])=[CH:11][N:10]=[C:9]([N:24]2[CH2:30][CH2:29][C:26]3([CH2:28][CH2:27]3)[CH2:25]2)[N:8]=1.C=O.[BH4-].[Na+].[CH2:40](Cl)Cl. The yield is 0.650. The product is [Cl:1][C:2]1[CH:3]=[C:4]([CH:31]=[CH:32][C:33]=1[O:34][CH3:35])[CH2:5][NH:6][C:7]1[C:12]([C:13]([NH:15][CH2:16][CH2:17][N:18]2[CH2:19][CH2:20][N:21]([CH3:40])[CH2:22][CH2:23]2)=[O:14])=[CH:11][N:10]=[C:9]([N:24]2[CH2:30][CH2:29][C:26]3([CH2:27][CH2:28]3)[CH2:25]2)[N:8]=1. The catalyst is CO. (5) The reactants are [Cl:1][C:2]1[CH:3]=[CH:4][C:5]([NH:8][C:9](=[O:37])[C:10]2[CH:15]=[CH:14][CH:13]=[CH:12][C:11]=2[NH:16][C:17](=[O:36])[C:18]2[CH:23]=[CH:22][C:21]([N:24]3[CH2:28][CH2:27][CH2:26][CH2:25]3)=[CH:20][C:19]=2[O:29][CH:30]2[CH2:35][CH2:34][NH:33][CH2:32][CH2:31]2)=[N:6][CH:7]=1.N1C=CC=CC=1.[F:44][C:45]([F:56])([F:55])[C:46](O[C:46](=[O:47])[C:45]([F:56])([F:55])[F:44])=[O:47]. The yield is 0.710. The catalyst is C(Cl)Cl. The product is [Cl:1][C:2]1[CH:3]=[CH:4][C:5]([NH:8][C:9](=[O:37])[C:10]2[CH:15]=[CH:14][CH:13]=[CH:12][C:11]=2[NH:16][C:17](=[O:36])[C:18]2[CH:23]=[CH:22][C:21]([N:24]3[CH2:25][CH2:26][CH2:27][CH2:28]3)=[CH:20][C:19]=2[O:29][CH:30]2[CH2:35][CH2:34][N:33]([C:46](=[O:47])[C:45]([F:56])([F:55])[F:44])[CH2:32][CH2:31]2)=[N:6][CH:7]=1. (6) The reactants are [C:1]([O:5][C:6]([CH:8]1[CH2:14][CH2:13][C:12]2[CH:15]=[CH:16][C:17]([O:19][CH3:20])=[CH:18][C:11]=2[N:10]([CH2:21][CH3:22])[C:9]1=[O:23])=[O:7])([CH3:4])([CH3:3])[CH3:2].BrN1C(=O)CCC1=O. The catalyst is C(Cl)(Cl)Cl. The product is [C:1]([O:5][C:6]([CH:8]1[CH:14]=[CH:13][C:12]2[CH:15]=[CH:16][C:17]([O:19][CH3:20])=[CH:18][C:11]=2[N:10]([CH2:21][CH3:22])[C:9]1=[O:23])=[O:7])([CH3:4])([CH3:3])[CH3:2]. The yield is 0.0800. (7) The reactants are I[C:2]1[CH:3]=[C:4]([CH2:8][CH2:9][N:10]2[CH2:15][CH2:14][N:13]([C:16]3[CH:25]=[CH:24][CH:23]=[C:22]4[C:17]=3[CH:18]=[CH:19][C:20]([CH3:26])=[N:21]4)[CH2:12][CH2:11]2)[CH:5]=[CH:6][CH:7]=1.[CH3:27][C:28]1[CH2:29][C:30](=[O:33])[NH:31][N:32]=1. No catalyst specified. The product is [CH3:27][C:28]1[CH2:29][C:30](=[O:33])[N:31]([C:2]2[CH:7]=[CH:6][CH:5]=[C:4]([CH2:8][CH2:9][N:10]3[CH2:15][CH2:14][N:13]([C:16]4[CH:25]=[CH:24][CH:23]=[C:22]5[C:17]=4[CH:18]=[CH:19][C:20]([CH3:26])=[N:21]5)[CH2:12][CH2:11]3)[CH:3]=2)[N:32]=1. The yield is 0.580. (8) The reactants are [N+:1]([C:4]1[NH:8][CH:7]=[N:6][C:5]=1/[CH:9]=[CH:10]/[C:11]1[S:12][CH:13]=[CH:14][CH:15]=1)([O-])=O. The catalyst is [Pd].CO. The product is [S:12]1[CH:13]=[CH:14][CH:15]=[C:11]1/[CH:10]=[CH:9]/[C:5]1[N:6]=[CH:7][NH:8][C:4]=1[NH2:1]. The yield is 0.710.